From a dataset of Reaction yield outcomes from USPTO patents with 853,638 reactions. Predict the reaction yield, written as a fraction of the theoretical maximum amount of product (1.0 means a 100% yield; for example, 0.34 means a 34% yield). (1) The reactants are O1CCCC1.[F:6][C:7]([F:20])([F:19])[C:8]1[CH:9]=[C:10]([C:14]2[N:15]=[CH:16][NH:17][CH:18]=2)[CH:11]=[CH:12][CH:13]=1.[H-].[Na+].[CH3:23][Si:24]([CH3:31])([CH3:30])[CH2:25][CH2:26][O:27][CH2:28]Cl. The catalyst is O. The product is [F:20][C:7]([F:6])([F:19])[C:8]1[CH:9]=[C:10]([C:14]2[N:15]=[CH:16][N:17]([CH2:28][O:27][CH2:26][CH2:25][Si:24]([CH3:31])([CH3:30])[CH3:23])[CH:18]=2)[CH:11]=[CH:12][CH:13]=1. The yield is 0.697. (2) The catalyst is C(O)C. The product is [CH3:16][C:15]([S:14][S:13][CH3:12])([CH3:19])[CH2:18][NH:1][C:2]1[CH:3]=[C:4]([CH2:10][OH:11])[CH:5]=[C:6]([CH2:8][OH:9])[CH:7]=1. The yield is 0.650. The reactants are [NH2:1][C:2]1[CH:3]=[C:4]([CH2:10][OH:11])[CH:5]=[C:6]([CH2:8][OH:9])[CH:7]=1.[CH3:12][S:13][S:14][C:15]([CH3:19])([CH3:18])[CH:16]=O.[BH4-].[Na+].